From a dataset of Full USPTO retrosynthesis dataset with 1.9M reactions from patents (1976-2016). Predict the reactants needed to synthesize the given product. (1) Given the product [C:1]([O:5][C:6](=[O:16])[NH:7][CH2:8][C:9]1[O:10][C:11]([CH2:14][N:42]=[N+:43]=[N-:44])=[CH:12][CH:13]=1)([CH3:4])([CH3:3])[CH3:2], predict the reactants needed to synthesize it. The reactants are: [C:1]([O:5][C:6](=[O:16])[NH:7][CH2:8][C:9]1[O:10][C:11]([CH2:14]O)=[CH:12][CH:13]=1)([CH3:4])([CH3:3])[CH3:2].N12CCCN=C1CCCCC2.C1(P([N:42]=[N+:43]=[N-:44])(C2C=CC=CC=2)=O)C=CC=CC=1. (2) Given the product [NH:22]1[C:23]2[C:19](=[CH:18][C:17]([C:2]3[CH2:6][CH2:5][C:4](=[O:7])[C:3]=3[CH3:8])=[CH:25][CH:24]=2)[CH:20]=[CH:21]1, predict the reactants needed to synthesize it. The reactants are: Br[C:2]1[CH2:6][CH2:5][C:4](=[O:7])[C:3]=1[CH3:8].CC1(C)C(C)(C)OB([C:17]2[CH:18]=[C:19]3[C:23](=[CH:24][CH:25]=2)[NH:22][CH:21]=[CH:20]3)O1. (3) Given the product [N:16]1([C:9]([O:11][C:12]([CH3:13])([CH3:14])[CH3:15])=[O:10])[C:24]2[CH:23]=[CH:22][CH:21]=[C:20]([C:25]([O:27][CH3:28])=[O:26])[C:19]=2[CH:18]=[CH:17]1, predict the reactants needed to synthesize it. The reactants are: [C:9](O[C:9]([O:11][C:12]([CH3:15])([CH3:14])[CH3:13])=[O:10])([O:11][C:12]([CH3:15])([CH3:14])[CH3:13])=[O:10].[NH:16]1[C:24]2[CH:23]=[CH:22][CH:21]=[C:20]([C:25]([O:27][CH3:28])=[O:26])[C:19]=2[CH:18]=[CH:17]1. (4) Given the product [Br:8][C:7]1[C:2]([NH:1][CH3:10])=[N:3][CH:4]=[C:5]([Br:9])[N:6]=1, predict the reactants needed to synthesize it. The reactants are: [NH2:1][C:2]1[C:7]([Br:8])=[N:6][C:5]([Br:9])=[CH:4][N:3]=1.[CH3:10][Si]([N-][Si](C)(C)C)(C)C.[Na+].IC.O. (5) The reactants are: [NH:1]1[C:9]2[C:4](=[CH:5][CH:6]=[CH:7][N:8]=2)[CH:3]=[CH:2]1.C1N2CN3CN(C2)CN1C3.[C:20](O)(=[O:22])C. Given the product [NH:1]1[C:9]2=[N:8][CH:7]=[CH:6][CH:5]=[C:4]2[C:3]([CH:20]=[O:22])=[CH:2]1, predict the reactants needed to synthesize it. (6) Given the product [NH2:40][C:41]1[CH:49]=[CH:48][C:44]([C:45]([N:35]2[CH2:36][CH2:37][N:32]([CH2:31][C:27]3[CH:26]=[C:25]([CH:30]=[CH:29][CH:28]=3)[C:24]([NH:23][C:19]([CH3:22])([CH3:20])[CH3:21])=[O:39])[C@H:33]([CH3:38])[CH2:34]2)=[O:46])=[CH:43][C:42]=1[F:50], predict the reactants needed to synthesize it. The reactants are: CCCP1(OP(CCC)(=O)OP(CCC)(=O)O1)=O.[C:19]([NH:23][C:24](=[O:39])[C:25]1[CH:30]=[CH:29][CH:28]=[C:27]([CH2:31][N:32]2[CH2:37][CH2:36][NH:35][CH2:34][C@H:33]2[CH3:38])[CH:26]=1)([CH3:22])([CH3:21])[CH3:20].[NH2:40][C:41]1[CH:49]=[CH:48][C:44]([C:45](O)=[O:46])=[CH:43][C:42]=1[F:50].C(N(CC)CC)C. (7) Given the product [CH2:56]([N:53]1[CH2:54][CH2:55][CH:50]([NH:49][C:13](=[O:15])[CH2:12][CH:4]2[C:5](=[O:11])[O:6][C:7]([CH3:9])([CH3:10])[CH2:8][N:3]2[CH2:1][CH3:2])[CH2:51][CH2:52]1)[C:57]1[CH:58]=[CH:59][CH:60]=[CH:61][CH:62]=1, predict the reactants needed to synthesize it. The reactants are: [CH2:1]([N:3]1[CH2:8][C:7]([CH3:10])([CH3:9])[O:6][C:5](=[O:11])[CH:4]1[CH2:12][C:13]([OH:15])=O)[CH3:2].C(N(C(C)C)CC)(C)C.CN(C(ON1N=NC2C=CC=NC1=2)=[N+](C)C)C.F[P-](F)(F)(F)(F)F.[NH2:49][CH:50]1[CH2:55][CH2:54][N:53]([CH2:56][C:57]2[CH:62]=[CH:61][CH:60]=[CH:59][CH:58]=2)[CH2:52][CH2:51]1. (8) Given the product [Cl:1][C:2]1[CH:3]=[C:4]2[C:9](=[CH:10][CH:11]=1)[CH:8]=[C:7]([S:12]([N:15]([CH2:42][C:43](=[O:46])[CH2:44][CH3:45])[C@H:16]1[CH2:20][CH2:19][N:18]([C@@H:21]([CH3:29])[C:22]([O:24][C:25]([CH3:26])([CH3:28])[CH3:27])=[O:23])[C:17]1=[O:30])(=[O:13])=[O:14])[CH:6]=[CH:5]2, predict the reactants needed to synthesize it. The reactants are: [Cl:1][C:2]1[CH:3]=[C:4]2[C:9](=[CH:10][CH:11]=1)[CH:8]=[C:7]([S:12]([NH:15][C@H:16]1[CH2:20][CH2:19][N:18]([C@@H:21]([CH3:29])[C:22]([O:24][C:25]([CH3:28])([CH3:27])[CH3:26])=[O:23])[C:17]1=[O:30])(=[O:14])=[O:13])[CH:6]=[CH:5]2.C[Si]([N-][Si](C)(C)C)(C)C.[Li+].Br[CH2:42][C:43](=[O:46])[CH2:44][CH3:45].CO. (9) The reactants are: [CH3:1][O:2][C:3]([C:5]1[O:9][C:8]([NH2:10])=[CH:7][CH:6]=1)=[O:4].[OH:11][C:12](=[C:17]1C(=O)OC(C)(C)[O:19][C:18]1=O)[CH2:13][C:14](=O)[CH3:15].CS(O)(=O)=O. Given the product [OH:11][C:12]1[CH:13]=[C:14]([CH3:15])[N:10]([C:8]2[O:9][C:5]([C:3]([O:2][CH3:1])=[O:4])=[CH:6][CH:7]=2)[C:18](=[O:19])[CH:17]=1, predict the reactants needed to synthesize it. (10) Given the product [F:41][C:10]([F:9])([F:40])[C:11]1[CH:12]=[C:13]([C@H:21]([O:23][C@@H:24]2[C@@H:29]([C:30]3[CH:35]=[CH:34][C:33]([F:36])=[C:32]([F:37])[CH:31]=3)[C@H:28]([CH2:38][N:1]3[CH2:6][CH2:5][S:4](=[O:8])(=[O:7])[CH2:3][CH2:2]3)[CH2:27][CH2:26][O:25]2)[CH3:22])[CH:14]=[C:15]([C:17]([F:18])([F:20])[F:19])[CH:16]=1, predict the reactants needed to synthesize it. The reactants are: [NH:1]1[CH2:6][CH2:5][S:4](=[O:8])(=[O:7])[CH2:3][CH2:2]1.[F:9][C:10]([F:41])([F:40])[C:11]1[CH:12]=[C:13]([C@H:21]([O:23][C@@H:24]2[C@@H:29]([C:30]3[CH:35]=[CH:34][C:33]([F:36])=[C:32]([F:37])[CH:31]=3)[C@H:28]([CH:38]=O)[CH2:27][CH2:26][O:25]2)[CH3:22])[CH:14]=[C:15]([C:17]([F:20])([F:19])[F:18])[CH:16]=1.C(O[BH-](OC(=O)C)OC(=O)C)(=O)C.[Na+].C(=O)([O-])O.[Na+].